Dataset: TCR-epitope binding with 47,182 pairs between 192 epitopes and 23,139 TCRs. Task: Binary Classification. Given a T-cell receptor sequence (or CDR3 region) and an epitope sequence, predict whether binding occurs between them. The epitope is KAFSPEVIPMF. The TCR CDR3 sequence is CASSLTYGYTF. Result: 1 (the TCR binds to the epitope).